From a dataset of Full USPTO retrosynthesis dataset with 1.9M reactions from patents (1976-2016). Predict the reactants needed to synthesize the given product. (1) Given the product [CH3:1][O:2][C:3]1[CH:4]=[C:5]2[C:10](=[CH:11][C:12]=1[O:13][CH3:14])[N:9]=[CH:8][CH:7]=[C:6]2[O:15][C:16]1[CH:22]=[CH:21][C:19]([NH:20][C:41]([C:28]2[C:27]([O:26][CH2:24][CH3:25])=[CH:31][N:30]([C:32]3[CH:37]=[CH:36][C:35]([F:38])=[C:34]([O:39][CH3:40])[CH:33]=3)[N:29]=2)=[O:42])=[CH:18][C:17]=1[F:23], predict the reactants needed to synthesize it. The reactants are: [CH3:1][O:2][C:3]1[CH:4]=[C:5]2[C:10](=[CH:11][C:12]=1[O:13][CH3:14])[N:9]=[CH:8][CH:7]=[C:6]2[O:15][C:16]1[CH:22]=[CH:21][C:19]([NH2:20])=[CH:18][C:17]=1[F:23].[CH2:24]([O:26][C:27]1[C:28]([C:41](Cl)=[O:42])=[N:29][N:30]([C:32]2[CH:37]=[CH:36][C:35]([F:38])=[C:34]([O:39][CH3:40])[CH:33]=2)[CH:31]=1)[CH3:25]. (2) Given the product [Br:29][C:27]1[CH:26]=[CH:25][C:20]2=[N:21][C:22]3[CH2:23][CH2:24][NH:15][CH2:16][C:17]=3[C:18]([Cl:30])=[C:19]2[CH:28]=1, predict the reactants needed to synthesize it. The reactants are: ClC(OC(Cl)C)=O.C([N:15]1[CH2:24][CH2:23][C:22]2[N:21]=[C:20]3[CH:25]=[CH:26][C:27]([Br:29])=[CH:28][C:19]3=[C:18]([Cl:30])[C:17]=2[CH2:16]1)C1C=CC=CC=1. (3) Given the product [I:1][CH2:2][C:3]1[N:4]=[C:5]([C:14]2[CH:15]=[CH:16][CH:17]=[C:18]([C:31]([F:41])([F:40])[F:30])[CH:19]=2)[O:6][C:7]=1[CH:8]([CH3:9])[CH3:13], predict the reactants needed to synthesize it. The reactants are: [I:1][CH2:2][C:3]1[N:4]=[C:5]([C:14]2[CH:19]=[CH:18][C:17](C)=[CH:16][CH:15]=2)[O:6][C:7]=1[C:8]1[CH:13]=CC=C[CH:9]=1.CC(C)C(=O)C(=NO)C.[F:30][C:31]([F:41])([F:40])C1C=C(C=CC=1)C=O. (4) Given the product [Cl:1][C:2]1[C:3]([OH:13])=[CH:4][CH:5]=[C:6]2[C:11]=1[C:10](=[O:12])[NH:9][CH2:8][CH2:7]2, predict the reactants needed to synthesize it. The reactants are: [Cl:1][C:2]1[C:3]([O:13]C)=[CH:4][CH:5]=[C:6]2[C:11]=1[C:10](=[O:12])[NH:9][CH2:8][CH2:7]2.B(Br)(Br)Br.O. (5) Given the product [F:1][C:2]1[CH:3]=[C:4]([O:5][CH2:6][C:7]2[CH:12]=[CH:11][CH:10]=[CH:9][N:8]=2)[CH:13]=[CH:14][C:15]=1[CH2:16][C:17]1[CH:25]=[C:24]([C:26]2[C:27]([NH2:32])=[N:28][CH:29]=[CH:30][CH:31]=2)[O:20][N:18]=1, predict the reactants needed to synthesize it. The reactants are: [F:1][C:2]1[CH:3]=[C:4]([CH:13]=[CH:14][C:15]=1[CH2:16][CH2:17][N+:18]([O-:20])=O)[O:5][CH2:6][C:7]1[CH:12]=[CH:11][CH:10]=[CH:9][N:8]=1.C[O-].[Li+].[C:24]([C:26]1[C:27]([NH2:32])=[N:28][CH:29]=[CH:30][CH:31]=1)#[CH:25].C(N(CC)CC)C. (6) Given the product [Br:20][C:21]1[CH:26]=[N:25][CH:24]=[C:23]([O:27][CH2:48][CH2:47][CH2:46][S:45][CH3:44])[CH:22]=1, predict the reactants needed to synthesize it. The reactants are: C1C=CC(P(C2C=CC=CC=2)C2C=CC=CC=2)=CC=1.[Br:20][C:21]1[CH:22]=[C:23]([OH:27])[CH:24]=[N:25][CH:26]=1.N(C(OC(C)(C)C)=O)=NC(OC(C)(C)C)=O.[CH3:44][S:45][CH2:46][CH2:47][CH2:48]O. (7) The reactants are: [C:1]([O:4][C:5]1[CH:10]=[CH:9][CH:8]=[CH:7][C:6]=1[C:11](=[O:23])[NH:12][C:13]1[CH:18]=[CH:17][CH:16]=[C:15](C(F)(F)F)[CH:14]=1)(=[O:3])[CH3:2].Cl.[CH3:25][S:26](C1C=C(C=CC=1)N)(=[O:28])=[O:27].CCN(C(C)C)C(C)C. Given the product [C:1]([O:4][C:5]1[CH:10]=[CH:9][CH:8]=[CH:7][C:6]=1[C:11](=[O:23])[NH:12][C:13]1[CH:18]=[CH:17][CH:16]=[C:15]([S:26]([CH3:25])(=[O:28])=[O:27])[CH:14]=1)(=[O:3])[CH3:2], predict the reactants needed to synthesize it.